Dataset: Forward reaction prediction with 1.9M reactions from USPTO patents (1976-2016). Task: Predict the product of the given reaction. Given the reactants I[C:2]1[C:3]([NH:8][C@H:9]([C:11]2[N:16]([C:17]3[CH:22]=[CH:21][CH:20]=[CH:19][CH:18]=3)[C:15](=[O:23])[C:14]3=[C:24]([CH3:27])[CH:25]=[CH:26][N:13]3[N:12]=2)[CH3:10])=[N:4][CH:5]=[N:6][CH:7]=1.[F:28][C:29]1[CH:30]=[C:31](B(O)O)[CH:32]=[C:33]([OH:35])[CH:34]=1.C(=O)([O-])[O-].[Na+].[Na+], predict the reaction product. The product is: [F:28][C:29]1[CH:30]=[C:31]([C:2]2[C:3]([NH:8][C@H:9]([C:11]3[N:16]([C:17]4[CH:22]=[CH:21][CH:20]=[CH:19][CH:18]=4)[C:15](=[O:23])[C:14]4=[C:24]([CH3:27])[CH:25]=[CH:26][N:13]4[N:12]=3)[CH3:10])=[N:4][CH:5]=[N:6][CH:7]=2)[CH:32]=[C:33]([OH:35])[CH:34]=1.